This data is from Full USPTO retrosynthesis dataset with 1.9M reactions from patents (1976-2016). The task is: Predict the reactants needed to synthesize the given product. (1) The reactants are: [Br:1][C:2]1[CH:3]=[C:4]([N:9]2[C:13](=[O:14])[O:12][N:11]=[C:10]2[C:15]2[C:16]([NH:20][CH2:21][CH2:22][NH:23][S:24]([NH:27]C(=O)OCC(Cl)(Cl)Cl)(=[O:26])=[O:25])=[N:17][O:18][N:19]=2)[CH:5]=[CH:6][C:7]=1[F:8].C(O)(=O)C. Given the product [Br:1][C:2]1[CH:3]=[C:4]([N:9]2[C:13](=[O:14])[O:12][N:11]=[C:10]2[C:15]2[C:16]([NH:20][CH2:21][CH2:22][NH:23][S:24]([NH2:27])(=[O:25])=[O:26])=[N:17][O:18][N:19]=2)[CH:5]=[CH:6][C:7]=1[F:8], predict the reactants needed to synthesize it. (2) Given the product [Cl:1][C:2]1[CH:3]=[C:4]([CH:7]=[C:8]([O:10][C:14]2[C:15]([N+:22]([O-:24])=[O:23])=[CH:16][CH:17]=[C:18]([F:21])[C:19]=2[F:20])[CH:9]=1)[C:5]#[N:6], predict the reactants needed to synthesize it. The reactants are: [Cl:1][C:2]1[CH:3]=[C:4]([CH:7]=[C:8]([OH:10])[CH:9]=1)[C:5]#[N:6].[H-].[Na+].F[C:14]1[C:19]([F:20])=[C:18]([F:21])[CH:17]=[CH:16][C:15]=1[N+:22]([O-:24])=[O:23].Cl. (3) Given the product [CH3:13][CH:14]([CH3:16])[CH2:15][C:1]([C:3]1[C:12]2[C:7](=[CH:8][CH:9]=[CH:10][CH:11]=2)[CH:6]=[CH:5][CH:4]=1)=[O:22], predict the reactants needed to synthesize it. The reactants are: [C:1]([C:3]1[C:12]2[C:7](=[CH:8][CH:9]=[CH:10][CH:11]=2)[CH:6]=[CH:5][CH:4]=1)#N.[CH2:13]([Mg]Br)[CH:14]([CH3:16])[CH3:15].C1C[O:22]CC1. (4) Given the product [OH:22][CH2:21][C@@:6]12[C@@H:5]([OH:4])[C@@H:9]([O:10][CH2:11]1)[C@H:8]([N:12]1[CH:20]=[C:18]([CH3:19])[C:16]([NH:26][C:36](=[O:43])[C:37]3[CH:42]=[CH:41][CH:40]=[CH:39][CH:38]=3)=[N:15][C:13]1=[O:14])[O:7]2, predict the reactants needed to synthesize it. The reactants are: C([O:4][C@H:5]1[C@H:9]2[O:10][CH2:11][C@@:6]1([CH2:21][O:22]C(=O)C)[O:7][C@H:8]2[N:12]1[CH:20]=[C:18]([CH3:19])[C:16](=O)[NH:15][C:13]1=[O:14])(=O)C.[NH:26]1C=NC=N1.O=P(Cl)(Cl)Cl.[C:36](Cl)(=[O:43])[C:37]1[CH:42]=[CH:41][CH:40]=[CH:39][CH:38]=1. (5) The reactants are: CS(Cl)(=O)=O.[CH2:6]([NH:8][C:9](=[O:27])[NH:10][C:11]1[CH:19]=[C:18]([NH:20][C:21]2[CH:26]=[CH:25][CH:24]=[CH:23][CH:22]=2)[C:14]([C:15]([OH:17])=O)=[CH:13][N:12]=1)[CH3:7].N1C(C)=CC=CC=1C.[F:36][C:37]([F:46])([F:45])[C:38]1[CH:44]=[CH:43][CH:42]=[CH:41][C:39]=1[NH2:40]. Given the product [CH2:6]([NH:8][C:9](=[O:27])[NH:10][C:11]1[CH:19]=[C:18]([NH:20][C:21]2[CH:26]=[CH:25][CH:24]=[CH:23][CH:22]=2)[C:14]([C:15]([NH:40][C:39]2[CH:41]=[CH:42][CH:43]=[CH:44][C:38]=2[C:37]([F:36])([F:45])[F:46])=[O:17])=[CH:13][N:12]=1)[CH3:7], predict the reactants needed to synthesize it. (6) The reactants are: Br[C:2]1[CH:17]=[CH:16][C:5]([O:6][CH2:7][CH2:8][N:9]2[CH2:15][CH2:14][CH2:13][CH2:12][CH2:11][CH2:10]2)=[CH:4][CH:3]=1.[CH2:18]([Li])CCC.[C:23]([Si:27]([CH3:57])([CH3:56])[O:28][C:29]1[CH:30]=[CH:31][C:32]2[C:33]3[C:46](=[O:47])[O:45][C:44]4[CH:43]=[C:42]([O:48][Si:49]([C:52]([CH3:55])([CH3:54])[CH3:53])([CH3:51])[CH3:50])[CH:41]=[CH:40][C:39]=4[C:34]=3[CH2:35][O:36][C:37]=2[CH:38]=1)([CH3:26])([CH3:25])[CH3:24].C[Mg]Br. Given the product [N:9]1([CH2:8][CH2:7][O:6][C:5]2[CH:16]=[CH:17][C:2]([C:46]([C:33]3[C:32]4[C:37](=[CH:38][C:29]([O:28][Si:27]([C:23]([CH3:25])([CH3:24])[CH3:26])([CH3:56])[CH3:57])=[CH:30][CH:31]=4)[O:36][CH2:35][C:34]=3[C:39]3[CH:40]=[CH:41][C:42]([O:48][Si:49]([C:52]([CH3:55])([CH3:54])[CH3:53])([CH3:51])[CH3:50])=[CH:43][C:44]=3[OH:45])([OH:47])[CH3:18])=[CH:3][CH:4]=2)[CH2:15][CH2:14][CH2:13][CH2:12][CH2:11][CH2:10]1, predict the reactants needed to synthesize it.